Dataset: Catalyst prediction with 721,799 reactions and 888 catalyst types from USPTO. Task: Predict which catalyst facilitates the given reaction. Reactant: C(Cl)(=O)C(Cl)=O.CS(C)=O.C(N(CC)CC)C.[C:18]([O:22][C:23]([N:25]1[CH2:30][CH2:29][N:28]([CH2:31][C:32]2[CH:37]=[CH:36][CH:35]=[CH:34][CH:33]=2)[CH2:27][C@@H:26]1[CH2:38][CH2:39][OH:40])=[O:24])([CH3:21])([CH3:20])[CH3:19]. Product: [C:18]([O:22][C:23]([N:25]1[CH2:30][CH2:29][N:28]([CH2:31][C:32]2[CH:33]=[CH:34][CH:35]=[CH:36][CH:37]=2)[CH2:27][C@@H:26]1[CH2:38][CH:39]=[O:40])=[O:24])([CH3:21])([CH3:20])[CH3:19]. The catalyst class is: 4.